The task is: Predict the product of the given reaction.. This data is from Forward reaction prediction with 1.9M reactions from USPTO patents (1976-2016). (1) Given the reactants S(Cl)([Cl:3])=O.[O:5]1[CH2:10][CH2:9][N:8]([CH2:11]/[CH:12]=[CH:13]/[CH2:14]O)[CH2:7][CH2:6]1, predict the reaction product. The product is: [ClH:3].[O:5]1[CH2:10][CH2:9][N:8]([CH2:11]/[CH:12]=[CH:13]/[CH2:14][Cl:3])[CH2:7][CH2:6]1. (2) Given the reactants [Cl:1][C:2]1[CH:3]=[C:4]([N:20]2[C:28](=[O:29])[C:27]3[C:22](=[CH:23][CH:24]=[CH:25][CH:26]=3)[C:21]2=[O:30])[CH:5]=[C:6]([Cl:19])[C:7]=1[O:8][C:9]1[CH:14]=[C:13]([CH:15]([CH3:17])[CH3:16])[C:12](=[O:18])[NH:11][N:10]=1.[CH3:31]OC(OC)N(C)C, predict the reaction product. The product is: [Cl:19][C:6]1[CH:5]=[C:4]([N:20]2[C:21](=[O:30])[C:22]3[C:27](=[CH:26][CH:25]=[CH:24][CH:23]=3)[C:28]2=[O:29])[CH:3]=[C:2]([Cl:1])[C:7]=1[O:8][C:9]1[CH:14]=[C:13]([CH:15]([CH3:17])[CH3:16])[C:12](=[O:18])[N:11]([CH3:31])[N:10]=1. (3) Given the reactants [C:1]([C:4]1[CH:9]=[CH:8][CH:7]=[CH:6][C:5]=1[N:10]([CH3:21])[C:11]([CH2:13][NH:14][C:15](=[O:20])[C:16]([CH3:19])([CH3:18])[CH3:17])=[O:12])(=[O:3])[CH3:2].[Cl:22][C:23]1[CH:24]=[C:25]([CH:28]=[CH:29][C:30]=1[Cl:31])[CH:26]=O, predict the reaction product. The product is: [Cl:22][C:23]1[CH:24]=[C:25](/[CH:26]=[CH:2]/[C:1]([C:4]2[CH:9]=[CH:8][CH:7]=[CH:6][C:5]=2[N:10]([CH3:21])[C:11]([CH2:13][NH:14][C:15](=[O:20])[C:16]([CH3:17])([CH3:19])[CH3:18])=[O:12])=[O:3])[CH:28]=[CH:29][C:30]=1[Cl:31]. (4) Given the reactants [CH2:1]([S:3](Cl)(=[O:5])=[O:4])[CH3:2].[NH2:7][CH2:8][CH2:9][CH2:10][CH2:11][CH2:12][CH2:13][CH2:14][C:15]([OH:17])=[O:16], predict the reaction product. The product is: [CH2:1]([S:3]([NH:7][CH2:8][CH2:9][CH2:10][CH2:11][CH2:12][CH2:13][CH2:14][C:15]([OH:17])=[O:16])(=[O:5])=[O:4])[CH3:2]. (5) Given the reactants [CH2:1]([O:3][C:4]([C@@:6]1([CH3:18])[CH2:8][C@@H:7]1[CH2:9][O:10]CC1C=CC=CC=1)=[O:5])[CH3:2], predict the reaction product. The product is: [OH:10][CH2:9][C@H:7]1[CH2:8][C@:6]1([CH3:18])[C:4]([O:3][CH2:1][CH3:2])=[O:5]. (6) The product is: [C:31]([C:29]1[CH:28]=[CH:27][C:26]2[O:19][C:17]([C:15]3[CH:14]=[CH:13][C:5]4[N:6]([CH:7]5[CH2:8][CH2:9][O:10][CH2:11][CH2:12]5)[C:2]([CH3:1])=[N:3][C:4]=4[CH:16]=3)=[N:24][C:25]=2[CH:30]=1)#[N:32]. Given the reactants [CH3:1][C:2]1[N:6]([CH:7]2[CH2:12][CH2:11][O:10][CH2:9][CH2:8]2)[C:5]2[CH:13]=[CH:14][C:15]([C:17]([OH:19])=O)=[CH:16][C:4]=2[N:3]=1.S(Cl)(Cl)=O.[NH2:24][C:25]1[CH:30]=[C:29]([C:31]#[N:32])[CH:28]=[CH:27][C:26]=1O.C(N(CC)CC)C.CS(O)(=O)=O.C(=O)([O-])O.[Na+], predict the reaction product. (7) Given the reactants [CH:1]([C:4]1[CH:9]=[CH:8][C:7]([S:10]([C:13]2[CH:18]=[CH:17][CH:16]=[CH:15][CH:14]=2)(=[O:12])=[O:11])=[CH:6][C:5]=1[S:19](Cl)(=[O:21])=[O:20])([CH3:3])[CH3:2].Cl.[NH2:24][CH:25]1[CH2:30][CH2:29][N:28]([C:31]([C:33]2[CH:38]=[CH:37][C:36]([F:39])=[CH:35][CH:34]=2)=[O:32])[CH2:27][CH2:26]1.C(N(C(C)C)CC)(C)C, predict the reaction product. The product is: [F:39][C:36]1[CH:37]=[CH:38][C:33]([C:31]([N:28]2[CH2:27][CH2:26][CH:25]([NH:24][S:19]([C:5]3[CH:6]=[C:7]([S:10]([C:13]4[CH:18]=[CH:17][CH:16]=[CH:15][CH:14]=4)(=[O:12])=[O:11])[CH:8]=[CH:9][C:4]=3[CH:1]([CH3:3])[CH3:2])(=[O:21])=[O:20])[CH2:30][CH2:29]2)=[O:32])=[CH:34][CH:35]=1. (8) Given the reactants [CH3:1][O:2][C:3]([CH2:5][CH2:6][C:7]1[CH:12]=[C:11]([CH3:13])[C:10]([C:14]2[NH:15][C:16]3[C:21]([CH:22]=2)=[CH:20][CH:19]=[C:18]([C:23](O)=[O:24])[CH:17]=3)=[C:9]([CH3:26])[CH:8]=1)=[O:4].C1C=CC2N(O)N=NC=2C=1.CCN=C=NCCCN(C)C.[CH3:48][O:49][C:50]1[CH:59]=[CH:58][C:53]([C:54]([NH:56][NH2:57])=[O:55])=[CH:52][CH:51]=1, predict the reaction product. The product is: [CH3:48][O:49][C:50]1[CH:51]=[CH:52][C:53]([C:54]([NH:56][NH:57][C:23]([C:18]2[CH:17]=[C:16]3[C:21]([CH:22]=[C:14]([C:10]4[C:11]([CH3:13])=[CH:12][C:7]([CH2:6][CH2:5][C:3]([O:2][CH3:1])=[O:4])=[CH:8][C:9]=4[CH3:26])[NH:15]3)=[CH:20][CH:19]=2)=[O:24])=[O:55])=[CH:58][CH:59]=1. (9) Given the reactants [CH3:1][C:2]1[N:11]([C:12]2[CH:17]=[CH:16][CH:15]=[C:14]([N+:18]([O-:20])=[O:19])[CH:13]=2)[C:10](=[O:21])[C:9]2[C:4](=[CH:5][CH:6]=[CH:7][CH:8]=2)[N:3]=1.[OH:22][C:23]1[CH:30]=[CH:29][C:26]([CH:27]=O)=[CH:25][CH:24]=1.C([O-])(=O)C.[Na+], predict the reaction product. The product is: [OH:22][C:23]1[CH:30]=[CH:29][C:26]([CH:27]=[CH:1][C:2]2[N:11]([C:12]3[CH:17]=[CH:16][CH:15]=[C:14]([N+:18]([O-:20])=[O:19])[CH:13]=3)[C:10](=[O:21])[C:9]3[C:4](=[CH:5][CH:6]=[CH:7][CH:8]=3)[N:3]=2)=[CH:25][CH:24]=1. (10) Given the reactants [CH2:1]([O:8][CH:9]1[C:13]([C:16](C2C=CC=CC=2)(C2C=CC=CC=2)[O:17][SiH2]C(C)(C)C)([CH:14]=[CH2:15])[O:12][CH:11]([N:35]2[CH:43]=[N:42][C:41]3[C:36]2=[N:37][CH:38]=[N:39][C:40]=3[NH2:44])[CH2:10]1)[C:2]1[CH:7]=[CH:6][CH:5]=[CH:4][CH:3]=1.CCCC[N+](CCCC)(CCCC)CCCC.[F-], predict the reaction product. The product is: [NH2:44][C:40]1[N:39]=[CH:38][N:37]=[C:36]2[C:41]=1[N:42]=[CH:43][N:35]2[CH:11]1[O:12][C:13]([CH2:16][OH:17])([CH:14]=[CH2:15])[CH:9]([O:8][CH2:1][C:2]2[CH:3]=[CH:4][CH:5]=[CH:6][CH:7]=2)[CH2:10]1.